From a dataset of M1 muscarinic receptor agonist screen with 61,833 compounds. Binary Classification. Given a drug SMILES string, predict its activity (active/inactive) in a high-throughput screening assay against a specified biological target. (1) The molecule is S(c1n(OCC(=O)NCC)c(=O)c2c(n1)cccc2)CC(=O)NCC. The result is 0 (inactive). (2) The compound is S=c1n(Cc2ccccc2)c(n[nH]1)c1cccnc1. The result is 0 (inactive). (3) The molecule is O(c1cc(NC(=O)Nc2ccc(cc2)C(OCC)=O)ccc1OC)C. The result is 1 (active). (4) The molecule is S(=O)(=O)(N1CC(CCC1)C(=O)Nc1c(OC)cc(OC)cc1)c1c2ncccc2ccc1. The result is 1 (active).